This data is from NCI-60 drug combinations with 297,098 pairs across 59 cell lines. The task is: Regression. Given two drug SMILES strings and cell line genomic features, predict the synergy score measuring deviation from expected non-interaction effect. (1) Drug 1: C1=C(C(=O)NC(=O)N1)F. Drug 2: C1C(C(OC1N2C=NC3=C(N=C(N=C32)Cl)N)CO)O. Cell line: NCIH23. Synergy scores: CSS=35.4, Synergy_ZIP=-10.4, Synergy_Bliss=-14.1, Synergy_Loewe=-13.1, Synergy_HSA=-12.9. (2) Drug 1: COC1=CC(=CC(=C1O)OC)C2C3C(COC3=O)C(C4=CC5=C(C=C24)OCO5)OC6C(C(C7C(O6)COC(O7)C8=CC=CS8)O)O. Drug 2: C1CN(CCN1C(=O)CCBr)C(=O)CCBr. Cell line: NCI-H322M. Synergy scores: CSS=5.79, Synergy_ZIP=3.58, Synergy_Bliss=2.58, Synergy_Loewe=-10.4, Synergy_HSA=-0.492. (3) Drug 1: CC12CCC3C(C1CCC2=O)CC(=C)C4=CC(=O)C=CC34C. Drug 2: C1C(C(OC1N2C=NC3=C(N=C(N=C32)Cl)N)CO)O. Cell line: OVCAR3. Synergy scores: CSS=57.6, Synergy_ZIP=-0.645, Synergy_Bliss=0.151, Synergy_Loewe=-6.52, Synergy_HSA=-0.304. (4) Drug 1: C1=CC(=CC=C1C#N)C(C2=CC=C(C=C2)C#N)N3C=NC=N3. Drug 2: CC1=C(N=C(N=C1N)C(CC(=O)N)NCC(C(=O)N)N)C(=O)NC(C(C2=CN=CN2)OC3C(C(C(C(O3)CO)O)O)OC4C(C(C(C(O4)CO)O)OC(=O)N)O)C(=O)NC(C)C(C(C)C(=O)NC(C(C)O)C(=O)NCCC5=NC(=CS5)C6=NC(=CS6)C(=O)NCCC[S+](C)C)O. Cell line: CCRF-CEM. Synergy scores: CSS=5.87, Synergy_ZIP=5.13, Synergy_Bliss=14.1, Synergy_Loewe=-1.43, Synergy_HSA=2.61. (5) Drug 1: COC1=CC(=CC(=C1O)OC)C2C3C(COC3=O)C(C4=CC5=C(C=C24)OCO5)OC6C(C(C7C(O6)COC(O7)C8=CC=CS8)O)O. Drug 2: C1=NNC2=C1C(=O)NC=N2. Cell line: SNB-19. Synergy scores: CSS=47.7, Synergy_ZIP=-1.20, Synergy_Bliss=-0.0623, Synergy_Loewe=-7.77, Synergy_HSA=1.10. (6) Drug 1: CC12CCC3C(C1CCC2=O)CC(=C)C4=CC(=O)C=CC34C. Drug 2: CC=C1C(=O)NC(C(=O)OC2CC(=O)NC(C(=O)NC(CSSCCC=C2)C(=O)N1)C(C)C)C(C)C. Cell line: ACHN. Synergy scores: CSS=55.6, Synergy_ZIP=6.00, Synergy_Bliss=3.85, Synergy_Loewe=-0.827, Synergy_HSA=5.57.